This data is from Reaction yield outcomes from USPTO patents with 853,638 reactions. The task is: Predict the reaction yield, written as a fraction of the theoretical maximum amount of product (1.0 means a 100% yield; for example, 0.34 means a 34% yield). The reactants are [C:1]([O:5][C:6]([N:8]1[CH2:13][CH2:12][O:11][CH2:10][CH:9]1[C:14]#[N:15])=[O:7])([CH3:4])([CH3:3])[CH3:2].Cl.[NH2:17][OH:18].C(=O)([O-])[O-].[Na+].[Na+]. The catalyst is CO.O. The product is [C:1]([O:5][C:6]([N:8]1[CH2:13][CH2:12][O:11][CH2:10][CH:9]1[C:14](=[NH:15])[NH:17][OH:18])=[O:7])([CH3:4])([CH3:3])[CH3:2]. The yield is 0.670.